The task is: Predict the product of the given reaction.. This data is from Forward reaction prediction with 1.9M reactions from USPTO patents (1976-2016). (1) Given the reactants [CH2:1]([NH:5][C:6]1[N:14]=[C:13]2[C:9]([N:10]=[C:11]([O:20]C)[N:12]2[CH2:15][CH2:16][CH2:17][CH2:18]Cl)=[C:8]([NH2:22])[N:7]=1)[CH2:2][CH2:3][CH3:4].[CH:23]1([N:29]2[CH2:34][CH2:33][NH:32][CH2:31][CH2:30]2)[CH2:28][CH2:27][CH2:26][CH2:25][CH2:24]1, predict the reaction product. The product is: [NH2:22][C:8]1[N:7]=[C:6]([NH:5][CH2:1][CH2:2][CH2:3][CH3:4])[N:14]=[C:13]2[C:9]=1[NH:10][C:11](=[O:20])[N:12]2[CH2:15][CH2:16][CH2:17][CH2:18][N:32]1[CH2:33][CH2:34][N:29]([CH:23]2[CH2:28][CH2:27][CH2:26][CH2:25][CH2:24]2)[CH2:30][CH2:31]1. (2) Given the reactants [Br:1]C1C=NC=NC=1.[NH4+].[Cl-].[F:10][C:11]([F:27])([F:26])[O:12][C:13]1[CH:25]=[CH:24][C:16]([CH2:17]C2C=NC=NC=2)=[CH:15][CH:14]=1, predict the reaction product. The product is: [F:10][C:11]([F:27])([F:26])[O:12][C:13]1[CH:25]=[CH:24][C:16]([CH2:17][Br:1])=[CH:15][CH:14]=1. (3) Given the reactants [OH-].[Li+].C(OC([N:10]1[C:15]2[CH:16]=[CH:17][C:18]([N:20]([S:22]([CH3:25])(=[O:24])=[O:23])[CH3:21])=[CH:19][C:14]=2[S:13](=[O:27])(=[O:26])[CH:12]=[C:11]1[CH2:28][C:29]([O:31]C)=[O:30])=O)(C)(C)C, predict the reaction product. The product is: [CH3:25][S:22]([N:20]([CH3:21])[C:18]1[CH:17]=[CH:16][C:15]2[NH:10][C:11]([CH2:28][C:29]([OH:31])=[O:30])=[CH:12][S:13](=[O:26])(=[O:27])[C:14]=2[CH:19]=1)(=[O:23])=[O:24]. (4) Given the reactants Cl[CH:2]([Si:4]([CH3:7])([CH3:6])[CH3:5])[CH3:3].[CH2:8]([NH2:15])[C:9]1[CH:14]=[CH:13][CH:12]=[CH:11][CH:10]=1, predict the reaction product. The product is: [CH2:8]([NH:15][CH:2]([Si:4]([CH3:7])([CH3:6])[CH3:5])[CH3:3])[C:9]1[CH:14]=[CH:13][CH:12]=[CH:11][CH:10]=1. (5) Given the reactants [Cl:1][C:2]1[CH:18]=[CH:17][C:5]2[CH2:6][CH2:7][N:8]([C:11](=[O:16])[C:12]([F:15])([F:14])[F:13])[CH2:9][CH2:10][C:4]=2[C:3]=1OS(C(F)(F)F)(=O)=O.[NH2:27][CH2:28][C:29]1[CH:41]=[CH:40][C:32]([C:33]([NH:35][C:36]([CH3:39])([CH3:38])[CH3:37])=[O:34])=[CH:31][CH:30]=1, predict the reaction product. The product is: [C:36]([NH:35][C:33]([C:32]1[CH:31]=[CH:30][C:29]([CH2:28][NH:27][C:3]2[C:4]3[CH2:10][CH2:9][N:8]([C:11](=[O:16])[C:12]([F:15])([F:14])[F:13])[CH2:7][CH2:6][C:5]=3[CH:17]=[CH:18][C:2]=2[Cl:1])=[CH:41][CH:40]=1)=[O:34])([CH3:39])([CH3:37])[CH3:38].